This data is from Reaction yield outcomes from USPTO patents with 853,638 reactions. The task is: Predict the reaction yield, written as a fraction of the theoretical maximum amount of product (1.0 means a 100% yield; for example, 0.34 means a 34% yield). (1) The reactants are C(O[CH2:9][C:10]1[O:11][CH:12]=[C:13]([C:15]2[CH:20]=[CH:19][C:18]([Cl:21])=[CH:17][CH:16]=2)[N:14]=1)C1C=CC=CC=1.B(Br)(Br)[Br:23].C([O-])(O)=O.[Na+]. The catalyst is C(Cl)Cl. The product is [Br:23][CH2:9][C:10]1[O:11][CH:12]=[C:13]([C:15]2[CH:20]=[CH:19][C:18]([Cl:21])=[CH:17][CH:16]=2)[N:14]=1. The yield is 0.490. (2) The reactants are C1([NH:7][C:8]([C:10]2[C:11](=[O:23])[N:12]([CH3:22])[C:13]3[C:18]([C:19]=2O)=[CH:17][C:16]([CH3:21])=[CH:15][CH:14]=3)=O)CCCCC1.P(Cl)(Cl)([Cl:26])=O. No catalyst specified. The product is [Cl:26][C:19]1[C:18]2[C:13](=[CH:14][CH:15]=[C:16]([CH3:21])[CH:17]=2)[N:12]([CH3:22])[C:11](=[O:23])[C:10]=1[C:8]#[N:7]. The yield is 0.540. (3) The reactants are Cl.Br[C:3]1[CH:8]=[CH:7][N:6]=[CH:5][CH:4]=1.[NH:9]([C:11]([O:13][C:14]([CH3:17])([CH3:16])[CH3:15])=[O:12])[NH2:10].C1[C@@H](C(O)=O)NC[C@@H]1O.C([O-])([O-])=O.[Cs+].[Cs+]. The catalyst is CS(C)=O.CCOC(C)=O.[NH4+].[Cl-].[Cu]I. The product is [N:6]1[CH:7]=[CH:8][C:3]([N:9]([C:11]([O:13][C:14]([CH3:17])([CH3:16])[CH3:15])=[O:12])[NH2:10])=[CH:4][CH:5]=1. The yield is 0.400. (4) The product is [CH3:1][C:2]1[CH:11]=[C:10]([CH3:12])[CH:9]=[C:8]2[C:3]=1[CH2:4][CH2:5][CH2:6][CH:7]2[NH2:13]. The catalyst is N.[Ni]. The reactants are [CH3:1][C:2]1[CH:11]=[C:10]([CH3:12])[CH:9]=[C:8]2[C:3]=1[CH2:4][CH2:5][CH2:6][C:7]2=[N:13]O. The yield is 0.930. (5) The reactants are [Cl-].O[NH3+:3].[C:4](=[O:7])([O-])[OH:5].[Na+].CS(C)=O.[C:13]([C:15]1[CH:20]=[CH:19][CH:18]=[CH:17][C:16]=1[C:21]1[CH:26]=[CH:25][C:24]([CH2:27][C:28]2[C:29](=[O:55])[N:30]([C@H:40]3[CH2:45][CH2:44][C@H:43]([O:46][CH2:47][C:48]4([C:52]([NH2:54])=[O:53])[CH2:51][CH2:50][CH2:49]4)[CH2:42][CH2:41]3)[C:31]3[N:32]([N:37]=[CH:38][N:39]=3)[C:33]=2[CH2:34][CH2:35][CH3:36])=[CH:23][CH:22]=1)#[N:14]. The catalyst is C(OCC)(=O)C. The product is [O:55]=[C:29]1[C:28]([CH2:27][C:24]2[CH:23]=[CH:22][C:21]([C:16]3[CH:17]=[CH:18][CH:19]=[CH:20][C:15]=3[C:13]3[NH:3][C:4](=[O:7])[O:5][N:14]=3)=[CH:26][CH:25]=2)=[C:33]([CH2:34][CH2:35][CH3:36])[N:32]2[N:37]=[CH:38][N:39]=[C:31]2[N:30]1[C@H:40]1[CH2:41][CH2:42][C@H:43]([O:46][CH2:47][C:48]2([C:52]([NH2:54])=[O:53])[CH2:51][CH2:50][CH2:49]2)[CH2:44][CH2:45]1. The yield is 0.640.